Task: Predict the reactants needed to synthesize the given product.. Dataset: Full USPTO retrosynthesis dataset with 1.9M reactions from patents (1976-2016) (1) Given the product [CH2:16]([C:18]12[CH2:33][CH2:32][CH2:31][C:30]([CH3:35])=[C:29]1[C:28]1[CH:27]=[CH:26][C:25]3[NH:24][N:23]=[CH:22][C:21]=3[C:20]=1[CH2:19]2)[CH3:17], predict the reactants needed to synthesize it. The reactants are: [H-].[Al+3].[Li+].[H-].[H-].[H-].C1COCC1.[Cl-].[Cl-].[Cl-].[Al+3].[CH2:16]([C:18]12[CH2:33][CH2:32][C:31](=O)[C:30]([CH3:35])=[C:29]1[C:28]1[CH:27]=[CH:26][C:25]3[NH:24][N:23]=[CH:22][C:21]=3[C:20]=1[CH2:19]2)[CH3:17]. (2) The reactants are: [F:1][C:2]1[CH:7]=[CH:6][CH:5]=[C:4]([F:8])[C:3]=1[N:9]1[C:14]2[N:15]=[C:16](S(C)(=O)=O)[N:17]=[C:18]([C:19]3[CH:20]=[C:21]([CH:32]=[CH:33][C:34]=3[CH3:35])[C:22]([NH:24][CH2:25][C:26]3[CH:31]=[CH:30][CH:29]=[CH:28][CH:27]=3)=[O:23])[C:13]=2[CH2:12][NH:11][C:10]1=[O:40].C[N:42]([CH:50]1CCNC[CH2:51]1)[C:43](=[O:49])[O:44][C:45]([CH3:48])([CH3:47])[CH3:46].C([N:58]([CH2:61][CH3:62])[CH2:59][CH3:60])C. Given the product [F:1][C:2]1[CH:7]=[CH:6][CH:5]=[C:4]([F:8])[C:3]=1[N:9]1[C:14]2[N:15]=[C:16]([N:58]3[CH2:59][CH2:60][CH:51]([CH2:50][NH:42][C:43](=[O:49])[O:44][C:45]([CH3:48])([CH3:47])[CH3:46])[CH2:62][CH2:61]3)[N:17]=[C:18]([C:19]3[CH:20]=[C:21]([C:22]([NH:24][CH2:25][C:26]4[CH:31]=[CH:30][CH:29]=[CH:28][CH:27]=4)=[O:23])[CH:32]=[CH:33][C:34]=3[CH3:35])[C:13]=2[CH2:12][NH:11][C:10]1=[O:40], predict the reactants needed to synthesize it.